Dataset: Forward reaction prediction with 1.9M reactions from USPTO patents (1976-2016). Task: Predict the product of the given reaction. (1) Given the reactants [Br:1][C:2]1[CH:3]=[C:4]([CH:6]=[CH:7][CH:8]=1)[NH2:5].[N:9]([O-])=O.[Na+].O.O.[Cl:15][Sn]Cl, predict the reaction product. The product is: [ClH:15].[Br:1][C:2]1[CH:3]=[C:4]([NH:5][NH2:9])[CH:6]=[CH:7][CH:8]=1. (2) Given the reactants [H-].[Na+].[CH2:3]([OH:10])[C:4]1[CH:9]=[CH:8][CH:7]=[CH:6][CH:5]=1.[O:11]1[C:16]2[CH:17]=[CH:18][C:19]([C:21]3[C:26](F)=[CH:25][CH:24]=[C:23]([C:28]([F:31])([F:30])[F:29])[C:22]=3[C:32](=[O:36])[C:33]([OH:35])=[O:34])=[CH:20][C:15]=2[CH2:14][CH2:13][CH2:12]1.[CH3:37][Si](C=[N+]=[N-])(C)C.C(OCC)C, predict the reaction product. The product is: [CH2:3]([O:10][C:26]1[C:21]([C:19]2[CH:18]=[CH:17][C:16]3[O:11][CH2:12][CH2:13][CH2:14][C:15]=3[CH:20]=2)=[C:22]([C:32](=[O:36])[C:33]([O:35][CH3:37])=[O:34])[C:23]([C:28]([F:31])([F:30])[F:29])=[CH:24][CH:25]=1)[C:4]1[CH:9]=[CH:8][CH:7]=[CH:6][CH:5]=1. (3) Given the reactants Cl.[OH:2][NH3+:3].[F:4][C:5]1[CH:10]=[CH:9][C:8]([CH:11]([OH:34])[CH2:12][CH2:13][CH:14]2[C:17](=[O:18])[N:16]([C:19]3[CH:26]=[CH:25][C:22]([C:23]#[N:24])=[CH:21][CH:20]=3)[CH:15]2[C:27]2[CH:32]=[CH:31][C:30]([F:33])=[CH:29][CH:28]=2)=[CH:7][CH:6]=1.C(N(CC)CC)C, predict the reaction product. The product is: [F:33][C:30]1[CH:29]=[CH:28][C:27]([CH:15]2[CH:14]([CH2:13][CH2:12][CH:11]([C:8]3[CH:7]=[CH:6][C:5]([F:4])=[CH:10][CH:9]=3)[OH:34])[C:17](=[O:18])[N:16]2[C:19]2[CH:26]=[CH:25][C:22]([C:23]([NH:3][OH:2])=[NH:24])=[CH:21][CH:20]=2)=[CH:32][CH:31]=1. (4) Given the reactants [Cl:1][C:2]1[C:7](I)=[CH:6][C:5]([NH2:9])=[C:4]([O:10][CH3:11])[CH:3]=1.[CH3:12][C:13]1(C)[C:17](C)(C)OB(C(C)=C)O1.C([O-])([O-])=O.[Na+].[Na+], predict the reaction product. The product is: [Cl:1][C:2]1[C:7]([C:13]([CH3:17])=[CH2:12])=[CH:6][C:5]([NH2:9])=[C:4]([O:10][CH3:11])[CH:3]=1.